From a dataset of Forward reaction prediction with 1.9M reactions from USPTO patents (1976-2016). Predict the product of the given reaction. (1) The product is: [F:15][CH:16]([F:27])[O:17][C:18]1[CH:25]=[CH:24][C:21]([CH:22]([C:9]2([C:4]3[CH:5]=[C:6]([CH3:8])[CH:7]=[C:2]([F:1])[CH:3]=3)[S:10][CH2:11][CH2:12][CH2:13][S:14]2)[OH:23])=[CH:20][C:19]=1[CH3:26]. Given the reactants [F:1][C:2]1[CH:3]=[C:4]([CH:9]2[S:14][CH2:13][CH2:12][CH2:11][S:10]2)[CH:5]=[C:6]([CH3:8])[CH:7]=1.[F:15][CH:16]([F:27])[O:17][C:18]1[CH:25]=[CH:24][C:21]([CH:22]=[O:23])=[CH:20][C:19]=1[CH3:26], predict the reaction product. (2) The product is: [OH:45][C:39]1[CH:38]=[CH:37][C:36]([Cl:35])=[CH:44][C:40]=1[C:41]([NH:3][CH2:4][CH2:5][CH2:6][CH2:7][CH2:8][CH2:9][CH2:10][CH2:11][CH2:12][N:13]1[CH2:18][CH2:17][CH:16]([O:19][C:20](=[O:34])[NH:21][C:22]2[CH:27]=[CH:26][CH:25]=[CH:24][C:23]=2[C:28]2[CH:33]=[CH:32][CH:31]=[CH:30][CH:29]=2)[CH2:15][CH2:14]1)=[O:42]. Given the reactants Cl.Cl.[NH2:3][CH2:4][CH2:5][CH2:6][CH2:7][CH2:8][CH2:9][CH2:10][CH2:11][CH2:12][N:13]1[CH2:18][CH2:17][CH:16]([O:19][C:20](=[O:34])[NH:21][C:22]2[CH:27]=[CH:26][CH:25]=[CH:24][C:23]=2[C:28]2[CH:33]=[CH:32][CH:31]=[CH:30][CH:29]=2)[CH2:15][CH2:14]1.[Cl:35][C:36]1[CH:44]=[C:40]([C:41](O)=[O:42])[C:39]([OH:45])=[CH:38][CH:37]=1, predict the reaction product. (3) Given the reactants [OH:1][C:2]1[CH:14]=[CH:13][C:5]([O:6][CH:7]([CH3:12])[C:8]([NH:10][CH3:11])=[O:9])=[CH:4][CH:3]=1.[F:15][C:16]1[CH:23]=[CH:22][CH:21]=[CH:20][C:17]=1[CH2:18]Br.C(=O)([O-])[O-].[K+].[K+], predict the reaction product. The product is: [F:15][C:16]1[CH:23]=[CH:22][CH:21]=[CH:20][C:17]=1[CH2:18][O:1][C:2]1[CH:3]=[CH:4][C:5]([O:6][CH:7]([CH3:12])[C:8]([NH:10][CH3:11])=[O:9])=[CH:13][CH:14]=1. (4) Given the reactants [NH:1]1[CH2:4][CH:3]([C:5]#[C:6][C:7]2[CH:16]=[C:15]3[C:10]([C:11](=[O:28])[C:12]([C:17]4[CH:22]=[CH:21][C:20]([NH:23][S:24]([CH3:27])(=[O:26])=[O:25])=[CH:19][CH:18]=4)=[CH:13][O:14]3)=[CH:9][CH:8]=2)[CH2:2]1.FC(F)(F)C(O)=O.[CH3:36][O:37][CH2:38][CH2:39][C:40](O)=[O:41].CN(C(ON1N=NC2C=CC=NC1=2)=[N+](C)C)C.F[P-](F)(F)(F)(F)F.C(N(C(C)C)CC)(C)C, predict the reaction product. The product is: [CH3:36][O:37][CH2:38][CH2:39][C:40]([N:1]1[CH2:4][CH:3]([C:5]#[C:6][C:7]2[CH:16]=[C:15]3[C:10]([C:11](=[O:28])[C:12]([C:17]4[CH:22]=[CH:21][C:20]([NH:23][S:24]([CH3:27])(=[O:26])=[O:25])=[CH:19][CH:18]=4)=[CH:13][O:14]3)=[CH:9][CH:8]=2)[CH2:2]1)=[O:41]. (5) Given the reactants [CH2:1](N(CC)CC)C.[CH2:8]([O:15][C:16]1[CH:21]=[CH:20][C:19](B(O)O)=[CH:18][CH:17]=1)[C:9]1[CH:14]=[CH:13][CH:12]=[CH:11][CH:10]=1, predict the reaction product. The product is: [CH2:16]([O:15][CH2:8][C:9]1[CH:10]=[CH:11][CH:12]=[CH:13][CH:14]=1)[C:21]1[CH:20]=[CH:19][CH:18]=[CH:17][CH:1]=1. (6) Given the reactants Cl[C:2]1[CH:7]=[CH:6][C:5]([N+:8]([O-:10])=[O:9])=[CH:4][N:3]=1.[C:11]([C:13]([C:16]1[CH:17]=[C:18]([CH:31]=[CH:32][CH:33]=1)[C:19]([NH:21][C:22]1[CH:27]=[CH:26][C:25]([O:28][CH3:29])=[C:24]([OH:30])[CH:23]=1)=[O:20])([CH3:15])[CH3:14])#[N:12].C(=O)([O-])[O-].[K+].[K+], predict the reaction product. The product is: [C:11]([C:13]([C:16]1[CH:17]=[C:18]([CH:31]=[CH:32][CH:33]=1)[C:19]([NH:21][C:22]1[CH:27]=[CH:26][C:25]([O:28][CH3:29])=[C:24]([O:30][C:2]2[CH:7]=[CH:6][C:5]([N+:8]([O-:10])=[O:9])=[CH:4][N:3]=2)[CH:23]=1)=[O:20])([CH3:15])[CH3:14])#[N:12].